The task is: Predict the reactants needed to synthesize the given product.. This data is from Full USPTO retrosynthesis dataset with 1.9M reactions from patents (1976-2016). (1) Given the product [CH3:4][C:2]([Si:5]([CH3:31])([CH3:32])[O:6][CH2:7][C@@H:8]([N:18]1[C:23](=[O:24])[CH2:22][NH:21][C:20]2[CH:25]=[CH:26][C:27]([O:29][CH3:30])=[N:28][C:19]1=2)[CH2:9][OH:10])([CH3:1])[CH3:3], predict the reactants needed to synthesize it. The reactants are: [CH3:1][C:2]([Si:5]([CH3:32])([CH3:31])[O:6][CH2:7][C@@H:8]([N:18]1[C:23](=[O:24])[CH2:22][NH:21][C:20]2[CH:25]=[CH:26][C:27]([O:29][CH3:30])=[N:28][C:19]1=2)[CH2:9][O:10]CC1C=CC=CC=1)([CH3:4])[CH3:3]. (2) The reactants are: I[C:2]1[N:3]=[C:4]2[C:10]3[CH:11]=[C:12]([C:15]([O:17][CH3:18])=[O:16])[CH:13]=[CH:14][C:9]=3[O:8][CH2:7][CH2:6][N:5]2[CH:19]=1.[CH:20]([N:23]1[C:27](B2OC(C)(C)C(C)(C)O2)=[CH:26][CH:25]=[N:24]1)([CH3:22])[CH3:21].ClCCl.C([O-])(=O)C.[K+].C(#N)C. Given the product [CH:20]([N:23]1[C:27]([C:2]2[N:3]=[C:4]3[C:10]4[CH:11]=[C:12]([C:15]([O:17][CH3:18])=[O:16])[CH:13]=[CH:14][C:9]=4[O:8][CH2:7][CH2:6][N:5]3[CH:19]=2)=[CH:26][CH:25]=[N:24]1)([CH3:22])[CH3:21], predict the reactants needed to synthesize it. (3) Given the product [CH3:16][C:7]1[C:6]2[CH:5]=[C:4]([C:17]#[N:18])[CH:3]=[C:2]([C:25]3[CH:26]=[CH:27][C:22]([N+:19]([O-:21])=[O:20])=[CH:23][CH:24]=3)[C:10]=2[N:9]2[CH2:11][CH2:12][NH:13][C:14](=[O:15])[C:8]=12, predict the reactants needed to synthesize it. The reactants are: Br[C:2]1[C:10]2[N:9]3[CH2:11][CH2:12][NH:13][C:14](=[O:15])[C:8]3=[C:7]([CH3:16])[C:6]=2[CH:5]=[C:4]([C:17]#[N:18])[CH:3]=1.[N+:19]([C:22]1[CH:27]=[CH:26][C:25](B(O)O)=[CH:24][CH:23]=1)([O-:21])=[O:20]. (4) Given the product [Br:1][C:2]1[CH:3]=[CH:4][C:5]([O:9][CH3:10])=[C:6]([O:8][CH:11]([CH3:13])[CH3:12])[CH:7]=1, predict the reactants needed to synthesize it. The reactants are: [Br:1][C:2]1[CH:3]=[CH:4][C:5]([O:9][CH3:10])=[C:6]([OH:8])[CH:7]=1.[CH:11](I)([CH3:13])[CH3:12]. (5) Given the product [F:21][C:22]1[CH:29]=[C:28]([CH:30]([OH:31])[CH2:32][N:7]2[CH2:8][CH2:9][N:4]([CH2:3][CH:2]([OH:1])[C:10]3[CH:19]=[CH:18][C:13]4[C:14](=[O:17])[O:15][CH2:16][C:12]=4[C:11]=3[CH3:20])[CH2:5][CH2:6]2)[CH:27]=[CH:26][C:23]=1[C:24]#[N:25], predict the reactants needed to synthesize it. The reactants are: [OH:1][CH:2]([C:10]1[CH:19]=[CH:18][C:13]2[C:14](=[O:17])[O:15][CH2:16][C:12]=2[C:11]=1[CH3:20])[CH2:3][N:4]1[CH2:9][CH2:8][NH:7][CH2:6][CH2:5]1.[F:21][C:22]1[CH:29]=[C:28]([CH:30]2[CH2:32][O:31]2)[CH:27]=[CH:26][C:23]=1[C:24]#[N:25].